This data is from Buchwald-Hartwig C-N cross coupling reaction yields with 55,370 reactions. The task is: Predict the reaction yield, written as a fraction of the theoretical maximum amount of product (1.0 means a 100% yield; for example, 0.34 means a 34% yield). (1) The reactants are CCc1ccc(Cl)cc1.Cc1ccc(N)cc1.O=S(=O)(O[Pd]1c2ccccc2-c2ccccc2N~1)C(F)(F)F.COc1ccc(OC)c(P([C@]23C[C@H]4C[C@H](C[C@H](C4)C2)C3)[C@]23C[C@H]4C[C@H](C[C@H](C4)C2)C3)c1-c1c(C(C)C)cc(C(C)C)cc1C(C)C.CN1CCCN2CCCN=C12.c1ccc(-c2ccon2)cc1. No catalyst specified. The product is CCc1ccc(Nc2ccc(C)cc2)cc1. The yield is 0.0314. (2) The reactants are COc1ccc(I)cc1.Cc1ccc(N)cc1.O=S(=O)(O[Pd]1c2ccccc2-c2ccccc2N~1)C(F)(F)F.COc1ccc(OC)c(P(C(C)(C)C)C(C)(C)C)c1-c1c(C(C)C)cc(C(C)C)cc1C(C)C.CN1CCCN2CCCN=C12.c1ccc(CN(Cc2ccccc2)c2ccno2)cc1. No catalyst specified. The product is COc1ccc(Nc2ccc(C)cc2)cc1. The yield is 0.471.